Dataset: NCI-60 drug combinations with 297,098 pairs across 59 cell lines. Task: Regression. Given two drug SMILES strings and cell line genomic features, predict the synergy score measuring deviation from expected non-interaction effect. (1) Drug 1: COC1=CC(=CC(=C1O)OC)C2C3C(COC3=O)C(C4=CC5=C(C=C24)OCO5)OC6C(C(C7C(O6)COC(O7)C8=CC=CS8)O)O. Drug 2: CS(=O)(=O)OCCCCOS(=O)(=O)C. Cell line: HCT116. Synergy scores: CSS=57.8, Synergy_ZIP=0.155, Synergy_Bliss=2.34, Synergy_Loewe=-17.8, Synergy_HSA=5.15. (2) Drug 1: CC(CN1CC(=O)NC(=O)C1)N2CC(=O)NC(=O)C2. Drug 2: CC1=C2C(C(=O)C3(C(CC4C(C3C(C(C2(C)C)(CC1OC(=O)C(C(C5=CC=CC=C5)NC(=O)OC(C)(C)C)O)O)OC(=O)C6=CC=CC=C6)(CO4)OC(=O)C)O)C)O. Cell line: HS 578T. Synergy scores: CSS=18.4, Synergy_ZIP=-12.2, Synergy_Bliss=-11.6, Synergy_Loewe=-32.6, Synergy_HSA=-11.2. (3) Drug 1: C1=CC=C(C(=C1)C(C2=CC=C(C=C2)Cl)C(Cl)Cl)Cl. Drug 2: CN(CCCl)CCCl.Cl. Cell line: OVCAR-5. Synergy scores: CSS=16.0, Synergy_ZIP=-4.64, Synergy_Bliss=-0.459, Synergy_Loewe=-1.41, Synergy_HSA=1.08. (4) Drug 1: C1=CN(C(=O)N=C1N)C2C(C(C(O2)CO)O)O.Cl. Drug 2: COCCOC1=C(C=C2C(=C1)C(=NC=N2)NC3=CC=CC(=C3)C#C)OCCOC.Cl. Cell line: T-47D. Synergy scores: CSS=13.2, Synergy_ZIP=-1.91, Synergy_Bliss=-2.58, Synergy_Loewe=-1.32, Synergy_HSA=-1.25. (5) Cell line: ACHN. Drug 2: C1=NC2=C(N1)C(=S)N=CN2. Drug 1: C1CC(=O)NC(=O)C1N2CC3=C(C2=O)C=CC=C3N. Synergy scores: CSS=10.6, Synergy_ZIP=-5.47, Synergy_Bliss=-0.794, Synergy_Loewe=-2.01, Synergy_HSA=-0.412. (6) Drug 1: CC12CCC3C(C1CCC2=O)CC(=C)C4=CC(=O)C=CC34C. Drug 2: C1CCC(CC1)NC(=O)N(CCCl)N=O. Cell line: MCF7. Synergy scores: CSS=17.5, Synergy_ZIP=-3.71, Synergy_Bliss=-2.25, Synergy_Loewe=-17.0, Synergy_HSA=-1.81. (7) Drug 1: CC12CCC3C(C1CCC2=O)CC(=C)C4=CC(=O)C=CC34C. Drug 2: CC(C)NC(=O)C1=CC=C(C=C1)CNNC.Cl. Cell line: HT29. Synergy scores: CSS=17.6, Synergy_ZIP=1.65, Synergy_Bliss=1.95, Synergy_Loewe=-15.3, Synergy_HSA=-0.329.